Dataset: Full USPTO retrosynthesis dataset with 1.9M reactions from patents (1976-2016). Task: Predict the reactants needed to synthesize the given product. Given the product [Cl:22][C:16]1[CH:17]=[C:18]([N+:19]([O-:21])=[O:20])[C:13]([NH:6][CH2:5][CH:3]2[CH2:4][O:1][CH2:2]2)=[C:14]([F:23])[CH:15]=1, predict the reactants needed to synthesize it. The reactants are: [O:1]1[CH2:4][CH:3]([CH2:5][NH2:6])[CH2:2]1.FC(F)(F)S(O[C:13]1[C:18]([N+:19]([O-:21])=[O:20])=[CH:17][C:16]([Cl:22])=[CH:15][C:14]=1[F:23])(=O)=O.P([O-])([O-])([O-])=O.[K+].[K+].[K+].